Dataset: Forward reaction prediction with 1.9M reactions from USPTO patents (1976-2016). Task: Predict the product of the given reaction. Given the reactants [S:1]1[CH:5]=[CH:4][CH:3]=[C:2]1[C:6](Cl)=O.C(N(CC)CC)C.[CH2:16]([O:18][CH:19]([O:22][CH2:23][CH3:24])[C:20]#[CH:21])[CH3:17].O.[NH2:26][NH2:27], predict the reaction product. The product is: [CH2:16]([O:18][CH:19]([O:22][CH2:23][CH3:24])[C:20]1[NH:27][N:26]=[C:6]([C:2]2[S:1][CH:5]=[CH:4][CH:3]=2)[CH:21]=1)[CH3:17].